This data is from Caco-2 cell permeability data measuring drug intestinal absorption for ~900 compounds. The task is: Regression/Classification. Given a drug SMILES string, predict its absorption, distribution, metabolism, or excretion properties. Task type varies by dataset: regression for continuous measurements (e.g., permeability, clearance, half-life) or binary classification for categorical outcomes (e.g., BBB penetration, CYP inhibition). For this dataset (caco2_wang), we predict Y. The compound is CCOC(=O)c1ccc2c(C(C(=O)NS(=O)(=O)c3ccc(C)cc3OC)c3ccc4c(c3)OCO4)cn(C)c2c1. The Y is -4.70 log Papp (cm/s).